Dataset: Forward reaction prediction with 1.9M reactions from USPTO patents (1976-2016). Task: Predict the product of the given reaction. (1) Given the reactants [C:1]([C:3]1[CH:8]=[CH:7][C:6]([C:9]2[CH:14]=[CH:13][C:12](O)=[C:11]([C:16]3[NH:20][C:19]4[CH:21]=[CH:22][C:23]([C:25]#[N:26])=[CH:24][C:18]=4[N:17]=3)[CH:10]=2)=C[CH:4]=1)#[N:2].C(C1C=C(C2C=CC(C#N)=C[N:36]=2)C=CC=1)=O.C(O)(=O)C.C(C1C=CC(C2C=C(OC)C(O)=C(C3NC4C=CC(C(N)=N)=CC=4N=3)C=2)=CC=1)(=N)N.C(C1C=C(C2C=CC=C(C#N)C=2)C=CC=1O)=O, predict the reaction product. The product is: [C:4]([C:3]1[CH:8]=[CH:7][C:6]([C:9]2[CH:10]=[C:11]([C:16]3[NH:20][C:19]4[CH:21]=[CH:22][C:23]([C:25]#[N:26])=[CH:24][C:18]=4[N:17]=3)[CH:12]=[CH:13][CH:14]=2)=[N:2][CH:1]=1)#[N:36]. (2) Given the reactants C[O:2][C:3](=[O:30])[CH2:4][C:5]1[CH:10]=[CH:9][C:8]([C:11]#[C:12][C:13]2[CH:18]=[C:17]([C:19]([CH3:22])([CH3:21])[CH3:20])[C:16]([O:23][CH:24]([CH3:26])[CH3:25])=[C:15]([CH:27]=[CH2:28])[C:14]=2[CH3:29])=[CH:7][CH:6]=1.[OH-].[Li+], predict the reaction product. The product is: [C:19]([C:17]1[C:16]([O:23][CH:24]([CH3:26])[CH3:25])=[C:15]([CH:27]=[CH2:28])[C:14]([CH3:29])=[C:13]([C:12]#[C:11][C:8]2[CH:7]=[CH:6][C:5]([CH2:4][C:3]([OH:30])=[O:2])=[CH:10][CH:9]=2)[CH:18]=1)([CH3:22])([CH3:20])[CH3:21].